From a dataset of Catalyst prediction with 721,799 reactions and 888 catalyst types from USPTO. Predict which catalyst facilitates the given reaction. Reactant: [Cl:1][C:2]1[C:3](=[O:14])O[C:5](=[O:13])[C:6]=1[C:7]1[CH:12]=[CH:11][CH:10]=[CH:9][CH:8]=1.[NH2:15][CH2:16][CH2:17][CH2:18][O:19][CH3:20]. Product: [Cl:1][C:2]1[C:3](=[O:14])[N:15]([CH2:16][CH2:17][CH2:18][O:19][CH3:20])[C:5](=[O:13])[C:6]=1[C:7]1[CH:8]=[CH:9][CH:10]=[CH:11][CH:12]=1. The catalyst class is: 15.